This data is from Catalyst prediction with 721,799 reactions and 888 catalyst types from USPTO. The task is: Predict which catalyst facilitates the given reaction. (1) Reactant: [CH:1]([S:4]([C:7]1[CH:12]=[CH:11][C:10]([C:13]2[N:14]=[C:15]3[C:21]([N:22]4[CH2:30][C:29]5[C:24](=[C:25]([N+:31]([O-])=O)[CH:26]=[CH:27][CH:28]=5)[C:23]4=[O:34])=[CH:20][N:19](C(C4C=CC=CC=4)(C4C=CC=CC=4)C4C=CC=CC=4)[C:16]3=[N:17][CH:18]=2)=[CH:9][CH:8]=1)(=[O:6])=[O:5])([CH3:3])[CH3:2].O.O.Cl[Sn]Cl.C([O-])(O)=O.[Na+]. Product: [NH2:31][C:25]1[CH:26]=[CH:27][CH:28]=[C:29]2[C:24]=1[C:23](=[O:34])[N:22]([C:21]1[C:15]3[C:16](=[N:17][CH:18]=[C:13]([C:10]4[CH:11]=[CH:12][C:7]([S:4]([CH:1]([CH3:3])[CH3:2])(=[O:6])=[O:5])=[CH:8][CH:9]=4)[N:14]=3)[NH:19][CH:20]=1)[CH2:30]2. The catalyst class is: 271. (2) Reactant: [CH3:1][NH:2][CH2:3][CH2:4][C:5]([N:7]1[CH2:16][CH2:15][C:14]2[C:9](=[CH:10][C:11]([O:19][CH3:20])=[C:12]([O:17][CH3:18])[CH:13]=2)[C:8]21[CH2:25][CH2:24][CH:23]([C:26]([N:28]1[CH2:33][CH2:32][N:31]([C:34]3[N:39]=[CH:38][N:37]=[C:36]4[N:40]([CH2:43][CH2:44][CH3:45])[N:41]=[CH:42][C:35]=34)[CH2:30][CH2:29]1)=[O:27])[CH2:22][CH:21]2[CH:46]1[C:55]2[C:50](=[CH:51][C:52]([O:58][CH3:59])=[C:53]([O:56][CH3:57])[CH:54]=2)[CH2:49][CH2:48][N:47]1[CH2:60][CH3:61])=[O:6].C(N(CC)CC)C.Cl[C:70]([O:72][CH2:73][CH2:74][CH2:75][CH3:76])=[O:71]. Product: [CH2:73]([O:72][C:70]([N:2]([CH2:3][CH2:4][C:5]([N:7]1[CH2:16][CH2:15][C:14]2[C:9](=[CH:10][C:11]([O:19][CH3:20])=[C:12]([O:17][CH3:18])[CH:13]=2)[C:8]21[CH2:25][CH2:24][CH:23]([C:26]([N:28]1[CH2:29][CH2:30][N:31]([C:34]3[N:39]=[CH:38][N:37]=[C:36]4[N:40]([CH2:43][CH2:44][CH3:45])[N:41]=[CH:42][C:35]=34)[CH2:32][CH2:33]1)=[O:27])[CH2:22][CH:21]2[CH:46]1[C:55]2[C:50](=[CH:51][C:52]([O:58][CH3:59])=[C:53]([O:56][CH3:57])[CH:54]=2)[CH2:49][CH2:48][N:47]1[CH2:60][CH3:61])=[O:6])[CH3:1])=[O:71])[CH2:74][CH2:75][CH3:76]. The catalyst class is: 2.